This data is from Reaction yield outcomes from USPTO patents with 853,638 reactions. The task is: Predict the reaction yield, written as a fraction of the theoretical maximum amount of product (1.0 means a 100% yield; for example, 0.34 means a 34% yield). (1) The reactants are [CH3:1][Si](C)(C)[N-][Si](C)(C)C.[K+].[C:11]([SiH2:15][O:16][C:17]([CH3:36])([CH3:35])[C@@H:18]1[O:22][C:21](=[O:23])[N:20]([C:24]2[CH:33]=[CH:32][C:31]3[C:30](=O)[CH2:29][CH2:28][CH2:27][C:26]=3[CH:25]=2)[CH2:19]1)([CH3:14])([CH3:13])[CH3:12]. The catalyst is C1COCC1. The product is [C:11]([SiH2:15][O:16][C:17]([CH3:36])([CH3:35])[C@@H:18]1[O:22][C:21](=[O:23])[N:20]([C:24]2[CH:33]=[CH:32][C:31]3[C:30](=[CH2:1])[CH2:29][CH2:28][CH2:27][C:26]=3[CH:25]=2)[CH2:19]1)([CH3:13])([CH3:12])[CH3:14]. The yield is 0.920. (2) The reactants are [H-].[Na+].[OH:3][C:4]1[CH:5]=[N:6][CH:7]=[CH:8][CH:9]=1.Br[CH2:11][C:12]([O:14][C:15]([CH3:18])([CH3:17])[CH3:16])=[O:13].O. The catalyst is CN(C=O)C. The product is [N:6]1[CH:7]=[CH:8][CH:9]=[C:4]([O:3][CH2:11][C:12]([O:14][C:15]([CH3:18])([CH3:17])[CH3:16])=[O:13])[CH:5]=1. The yield is 0.325. (3) The reactants are F[C:2]1[CH:7]=[CH:6][C:5]([N+:8]([O-:10])=[O:9])=[CH:4][CH:3]=1.[CH2:11]([O:13][C:14]([CH:16]1[CH2:20][CH:19]([OH:21])[CH2:18][NH:17]1)=[O:15])[CH3:12].C(=O)(O)[O-].[Na+].O. The yield is 0.350. The catalyst is CN(C=O)C.C(OCC)(=O)C. The product is [CH2:11]([O:13][C:14]([CH:16]1[CH2:20][CH:19]([OH:21])[CH2:18][N:17]1[C:2]1[CH:7]=[CH:6][C:5]([N+:8]([O-:10])=[O:9])=[CH:4][CH:3]=1)=[O:15])[CH3:12].